Dataset: Forward reaction prediction with 1.9M reactions from USPTO patents (1976-2016). Task: Predict the product of the given reaction. (1) Given the reactants [CH3:1][CH:2]([C:4]1[N:8]=[C:7]([N:9]2[CH2:14][CH2:13][CH:12]([CH:15]([O:17][C:18]3[CH:23]=[N:22][C:21]([C:24]4[CH:29]=[CH:28][C:27]([S:30]([CH3:33])(=[O:32])=[O:31])=[CH:26][CH:25]=4)=[CH:20][N:19]=3)[CH3:16])[CH2:11][CH2:10]2)[O:6][N:5]=1)[CH3:3].C(=O)=O, predict the reaction product. The product is: [CH3:3][CH:2]([C:4]1[N:8]=[C:7]([N:9]2[CH2:10][CH2:11][CH:12]([C@H:15]([O:17][C:18]3[CH:23]=[N:22][C:21]([C:24]4[CH:25]=[CH:26][C:27]([S:30]([CH3:33])(=[O:32])=[O:31])=[CH:28][CH:29]=4)=[CH:20][N:19]=3)[CH3:16])[CH2:13][CH2:14]2)[O:6][N:5]=1)[CH3:1]. (2) Given the reactants C([O:3][C:4](=[O:38])[C:5]1[CH:10]=[CH:9][C:8]([O:11][CH2:12][CH:13]([N:20]2[C:24]3[CH:25]=[C:26]([F:30])[C:27]([F:29])=[CH:28][C:23]=3[N:22]=[C:21]2[C:31]2[CH:36]=[CH:35][C:34]([Cl:37])=[CH:33][CH:32]=2)[CH:14]2[CH2:19][CH2:18][CH2:17][CH2:16][CH2:15]2)=[CH:7][CH:6]=1)C.O.[OH-].[Li+].O, predict the reaction product. The product is: [Cl:37][C:34]1[CH:33]=[CH:32][C:31]([C:21]2[N:20]([CH:13]([CH:14]3[CH2:19][CH2:18][CH2:17][CH2:16][CH2:15]3)[CH2:12][O:11][C:8]3[CH:9]=[CH:10][C:5]([C:4]([OH:38])=[O:3])=[CH:6][CH:7]=3)[C:24]3[CH:25]=[C:26]([F:30])[C:27]([F:29])=[CH:28][C:23]=3[N:22]=2)=[CH:36][CH:35]=1.